Dataset: Forward reaction prediction with 1.9M reactions from USPTO patents (1976-2016). Task: Predict the product of the given reaction. (1) Given the reactants [Cl:1][C:2]1[CH:28]=[CH:27][C:5]([CH2:6][NH:7][C:8]([C:10]2[C:11](=[O:26])[C:12]3[CH:21]=[C:20]([C:22]#[C:23][CH2:24][OH:25])[S:19][C:13]=3[N:14]([CH:16]([CH3:18])[CH3:17])[CH:15]=2)=[O:9])=[CH:4][CH:3]=1, predict the reaction product. The product is: [Cl:1][C:2]1[CH:3]=[CH:4][C:5]([CH2:6][NH:7][C:8]([C:10]2[C:11](=[O:26])[C:12]3[CH:21]=[C:20]([CH2:22][CH2:23][CH2:24][OH:25])[S:19][C:13]=3[N:14]([CH:16]([CH3:18])[CH3:17])[CH:15]=2)=[O:9])=[CH:27][CH:28]=1. (2) Given the reactants [C:1]([O-:4])(=O)[CH3:2].[K+].[C:6]12(P[C:6]34[CH2:15]C5C[CH:12]([CH2:14][CH:8](C5)[CH2:7]3)[CH2:13]4)[CH2:15]C3C[CH:12]([CH2:14][CH:8](C3)[CH2:7]1)[CH2:13]2.ClC1C=CC(C)=CC=1.C(OC(=O)C=C)CCC, predict the reaction product. The product is: [C:6]1([CH3:15])[CH:13]=[CH:12][CH:14]=[CH:8][C:7]=1[C:1]([CH3:2])=[O:4]. (3) Given the reactants Cl.[NH2:2][CH:3]1[CH2:8][CH2:7][N:6]([CH2:9][C@@H:10]([C:12]2[C:13]([CH3:22])=[C:14]3[C:18](=[CH:19][CH:20]=2)[C:17](=[O:21])[O:16][CH2:15]3)[OH:11])[CH2:5][CH2:4]1.[N:23]1[O:24][N:25]=[C:26]2[CH:31]=[C:30]([C:32](O)=[O:33])[CH:29]=[CH:28][C:27]=12, predict the reaction product. The product is: [OH:11][C@H:10]([C:12]1[C:13]([CH3:22])=[C:14]2[C:18](=[CH:19][CH:20]=1)[C:17](=[O:21])[O:16][CH2:15]2)[CH2:9][N:6]1[CH2:7][CH2:8][CH:3]([NH:2][C:32]([C:30]2[CH:29]=[CH:28][C:27]3=[N:23][O:24][N:25]=[C:26]3[CH:31]=2)=[O:33])[CH2:4][CH2:5]1.